From a dataset of Full USPTO retrosynthesis dataset with 1.9M reactions from patents (1976-2016). Predict the reactants needed to synthesize the given product. (1) Given the product [C:6]([O:9][C:10]1[CH:11]=[C:12]([CH:17]=[C:18]([N+:22]([O-:24])=[O:23])[C:19]=1[O:20][CH3:21])[C:13]([O:15][CH3:16])=[O:14])(=[O:8])[CH3:7], predict the reactants needed to synthesize it. The reactants are: S(=O)(=O)(O)O.[C:6]([O:9][C:10]1[CH:11]=[C:12]([CH:17]=[CH:18][C:19]=1[O:20][CH3:21])[C:13]([O:15][CH3:16])=[O:14])(=[O:8])[CH3:7].[N+:22]([O-])([OH:24])=[O:23]. (2) The reactants are: [CH3:1][O:2][C:3]1[CH:10]=[C:9]([N+:11]([O-:13])=[O:12])[CH:8]=[CH:7][C:4]=1[CH2:5]O.C(Br)(Br)(Br)[Br:15].C1(P(C2C=CC=CC=2)C2C=CC=CC=2)C=CC=CC=1. Given the product [CH3:1][O:2][C:3]1[CH:10]=[C:9]([N+:11]([O-:13])=[O:12])[CH:8]=[CH:7][C:4]=1[CH2:5][Br:15], predict the reactants needed to synthesize it.